The task is: Predict the reactants needed to synthesize the given product.. This data is from Full USPTO retrosynthesis dataset with 1.9M reactions from patents (1976-2016). (1) Given the product [F:18][C:17]1[C:16]([O:19][CH3:20])=[CH:15][C:14]([O:21][CH3:22])=[C:13]([F:23])[C:12]=1[N:7]1[C:6](=[O:24])[C:5]2([CH2:25][CH2:26]2)[C:4]2[C:9](=[CH:10][N:11]=[C:2]([C:34]3[N:33]([CH2:35][O:36][CH2:37][CH2:38][Si:39]([CH3:41])([CH3:42])[CH3:40])[N:32]=[CH:31][C:30]=3[N+:27]([O-:29])=[O:28])[CH:3]=2)[CH2:8]1, predict the reactants needed to synthesize it. The reactants are: Cl[C:2]1[CH:3]=[C:4]2[C:9](=[CH:10][N:11]=1)[CH2:8][N:7]([C:12]1[C:17]([F:18])=[C:16]([O:19][CH3:20])[CH:15]=[C:14]([O:21][CH3:22])[C:13]=1[F:23])[C:6](=[O:24])[C:5]12[CH2:26][CH2:25]1.[N+:27]([C:30]1[CH:31]=[N:32][N:33]([CH2:35][O:36][CH2:37][CH2:38][Si:39]([CH3:42])([CH3:41])[CH3:40])[CH:34]=1)([O-:29])=[O:28].CC(C)(C)C(O)=O.C(=O)([O-])[O-].[K+].[K+].C12(P(C34CC5CC(CC(C5)C3)C4)CCCC)CC3CC(CC(C3)C1)C2. (2) Given the product [Cl:1][C:2]1[CH:7]=[C:6]([N:8]=[C:16]=[S:17])[CH:5]=[CH:4][C:3]=1[NH:9][C:10]1[CH:15]=[CH:14][CH:13]=[CH:12][CH:11]=1, predict the reactants needed to synthesize it. The reactants are: [Cl:1][C:2]1[CH:7]=[C:6]([NH2:8])[CH:5]=[CH:4][C:3]=1[NH:9][C:10]1[CH:15]=[CH:14][CH:13]=[CH:12][CH:11]=1.[C:16](N1C=CN=C1)(N1C=CN=C1)=[S:17]. (3) Given the product [NH:25]([C:26]([O:27][CH2:28][C:29]1[CH:34]=[CH:33][CH:32]=[CH:31][CH:30]=1)=[O:35])[C@@H:23]([C:37]([OH:40])=[O:39])[CH3:19], predict the reactants needed to synthesize it. The reactants are: C([O-])(=O)C.[Na+].C(O)(=O)C.IC1C=CC(C2N=[C:19]([C@H:23]([N:25](C)[C:26](=[O:35])[O:27][CH2:28][C:29]3[CH:34]=[CH:33][CH:32]=[CH:31][CH:30]=3)C)N(C)C=2)=CC=1.[C:37]([O-:40])([OH:39])=O.[Na+]. (4) Given the product [NH:25]1[CH:24]=[C:23]([C:20]2[CH:21]=[CH:22][C:17]([CH:16]([O:53][CH3:54])[C:15]([C:13]3[O:14][C:10]([C:5]4[CH:4]=[C:3]([O:56][CH3:57])[C:2]([Br:1])=[C:7]([O:8][CH3:9])[CH:6]=4)=[CH:11][CH:12]=3)=[O:55])=[CH:18][CH:19]=2)[CH:27]=[N:26]1, predict the reactants needed to synthesize it. The reactants are: [Br:1][C:2]1[C:7]([O:8][CH3:9])=[CH:6][C:5]([C:10]2[O:14][C:13]([C:15](=[O:55])[CH:16]([O:53][CH3:54])[C:17]3[CH:22]=[CH:21][C:20]([C:23]4[CH:24]=[N:25][N:26](C(C5C=CC(OC)=CC=5)(C5C=CC(OC)=CC=5)C5C=CC(OC)=CC=5)[CH:27]=4)=[CH:19][CH:18]=3)=[CH:12][CH:11]=2)=[CH:4][C:3]=1[O:56][CH3:57].C1(C)C=CC(S([O-])(=O)=O)=CC=1.[NH+]1C=CC=CC=1.C([O-])(O)=O.[Na+]. (5) The reactants are: Cl.[NH2:2][CH2:3][C:4]1[CH:12]=[CH:11][CH:10]=[C:9]2[C:5]=1[C:6](=[O:22])[N:7]([CH:14]1[CH2:19][CH2:18][C:17](=[O:20])[NH:16][C:15]1=[O:21])[C:8]2=[O:13].N12CCCN=C1CCCCC2.[OH:34]N1C2C=CC=CC=2N=N1.[CH3:44][C:45]1[CH:46]=C(C(O)=O)[O:48][C:49]=1[CH3:50].Cl.CN(C)[CH2:57][CH2:58][CH2:59]N=C=NCC. Given the product [CH3:46][C:45]1[CH:44]=[C:59]([CH2:58][C:57]([NH:2][CH2:3][C:4]2[CH:12]=[CH:11][CH:10]=[C:9]3[C:5]=2[C:6](=[O:22])[N:7]([CH:14]2[CH2:19][CH2:18][C:17](=[O:20])[NH:16][C:15]2=[O:21])[C:8]3=[O:13])=[O:34])[O:48][C:49]=1[CH3:50], predict the reactants needed to synthesize it. (6) The reactants are: [NH2:1][CH2:2][CH2:3][C:4]1[CH:14]=[CH:13][C:7]([C:8]([O:10][CH2:11][CH3:12])=[O:9])=[CH:6][C:5]=1[N+:15]([O-:17])=[O:16].[Cl:18][C:19]1[CH:24]=[CH:23][C:22]([C:25]2[CH:30]=[CH:29][C:28]([C:31](O)=[O:32])=[CH:27][CH:26]=2)=[CH:21][CH:20]=1. Given the product [Cl:18][C:19]1[CH:20]=[CH:21][C:22]([C:25]2[CH:30]=[CH:29][C:28]([C:31]([NH:1][CH2:2][CH2:3][C:4]3[CH:14]=[CH:13][C:7]([C:8]([O:10][CH2:11][CH3:12])=[O:9])=[CH:6][C:5]=3[N+:15]([O-:17])=[O:16])=[O:32])=[CH:27][CH:26]=2)=[CH:23][CH:24]=1, predict the reactants needed to synthesize it.